This data is from Reaction yield outcomes from USPTO patents with 853,638 reactions. The task is: Predict the reaction yield, written as a fraction of the theoretical maximum amount of product (1.0 means a 100% yield; for example, 0.34 means a 34% yield). (1) The reactants are [OH:1][C:2]1[CH:3]=[N:4][CH:5]=[CH:6][CH:7]=1.Br[C:9]1[CH:14]=[CH:13][CH:12]=[C:11]([N+:15]([O-:17])=[O:16])[CH:10]=1.C([O-])([O-])=O.[K+].[K+].O. The catalyst is CN(C=O)C.[Cu]Br. The product is [N:4]1[CH:5]=[CH:6][CH:7]=[C:2]([O:1][C:9]2[CH:10]=[C:11]([N+:15]([O-:17])=[O:16])[CH:12]=[CH:13][CH:14]=2)[CH:3]=1. The yield is 0.320. (2) The reactants are C([Li])CCC.Br[C:7]1[CH:12]=[CH:11][C:10]([O:13][CH2:14][C:15]2[CH:20]=[CH:19][CH:18]=[CH:17][CH:16]=2)=[CH:9][CH:8]=1.[O:21]=[C:22]1[N:26]([C:27]([O:29][C:30]([CH3:33])([CH3:32])[CH3:31])=[O:28])[C@H:25]([C:34]([O:36][CH3:37])=[O:35])[CH2:24][CH2:23]1. The catalyst is C1COCC1. The product is [CH3:33][C:30]([O:29][C:27]([NH:26][C@@H:25]([CH2:24][CH2:23][C:22](=[O:21])[C:7]1[CH:12]=[CH:11][C:10]([O:13][CH2:14][C:15]2[CH:20]=[CH:19][CH:18]=[CH:17][CH:16]=2)=[CH:9][CH:8]=1)[C:34]([O:36][CH3:37])=[O:35])=[O:28])([CH3:31])[CH3:32]. The yield is 0.320. (3) The reactants are [H-].[Na+].[Br:3][C:4]1[CH:9]=[CH:8][C:7]([C:10]2[C:14]3[CH2:15][C:16]4[S:17][CH:18]=[CH:19][C:20]=4[C:13]=3[NH:12][N:11]=2)=[CH:6][CH:5]=1.[CH3:21][Si:22]([CH2:25][CH2:26][O:27][CH2:28]Cl)([CH3:24])[CH3:23]. The catalyst is C1COCC1. The product is [Br:3][C:4]1[CH:9]=[CH:8][C:7]([C:10]2[C:14]3[CH2:15][C:16]4[S:17][CH:18]=[CH:19][C:20]=4[C:13]=3[N:12]([CH2:28][O:27][CH2:26][CH2:25][Si:22]([CH3:24])([CH3:23])[CH3:21])[N:11]=2)=[CH:6][CH:5]=1. The yield is 0.690. (4) The reactants are [Cl:1][C:2]1[CH:28]=[CH:27][C:5]([O:6][C:7]2[CH:12]=[CH:11][C:10]([NH:13][CH:14]([C:17]3[CH:22]=[CH:21][CH:20]=[C:19]([C:23]([F:26])([F:25])[F:24])[CH:18]=3)[CH2:15][NH2:16])=[CH:9][CH:8]=2)=[CH:4][CH:3]=1.[C:29](=S)=[S:30].CCN(C(C)C)C(C)C. The catalyst is CCO. The product is [Cl:1][C:2]1[CH:3]=[CH:4][C:5]([O:6][C:7]2[CH:12]=[CH:11][C:10]([N:13]3[CH:14]([C:17]4[CH:22]=[CH:21][CH:20]=[C:19]([C:23]([F:24])([F:25])[F:26])[CH:18]=4)[CH2:15][NH:16][C:29]3=[S:30])=[CH:9][CH:8]=2)=[CH:27][CH:28]=1. The yield is 0.690. (5) The reactants are C(OC([N:8]1[CH2:12][CH2:11][CH2:10][CH:9]1[C:13]1[NH:14][C:15]([C:18]2[CH:27]=[CH:26][C:25]3[C:20](=[CH:21][CH:22]=[C:23]([Br:28])[CH:24]=3)[CH:19]=2)=[CH:16][N:17]=1)=O)(C)(C)C.FC(F)(F)C(O)=O. The catalyst is ClCCl. The product is [Br:28][C:23]1[CH:24]=[C:25]2[C:20](=[CH:21][CH:22]=1)[CH:19]=[C:18]([C:15]1[NH:14][C:13]([CH:9]3[CH2:10][CH2:11][CH2:12][NH:8]3)=[N:17][CH:16]=1)[CH:27]=[CH:26]2. The yield is 0.980.